From a dataset of Reaction yield outcomes from USPTO patents with 853,638 reactions. Predict the reaction yield, written as a fraction of the theoretical maximum amount of product (1.0 means a 100% yield; for example, 0.34 means a 34% yield). (1) The reactants are [NH:1]1[C:5]2[CH:6]=[CH:7][CH:8]=[CH:9][C:4]=2[N:3]=[C:2]1[C:10]1[C:14]([NH:15][C:16]([C:18]([CH3:25])([CH3:24])[CH2:19][O:20]C(=O)C)=[O:17])=[CH:13][NH:12][N:11]=1.C([O-])([O-])=O.[K+].[K+]. The catalyst is CO.C(OCC)(=O)C. The product is [NH:3]1[C:4]2[CH:9]=[CH:8][CH:7]=[CH:6][C:5]=2[N:1]=[C:2]1[C:10]1[C:14]([NH:15][C:16](=[O:17])[C:18]([CH3:24])([CH3:25])[CH2:19][OH:20])=[CH:13][NH:12][N:11]=1. The yield is 0.860. (2) The reactants are C1OCCOCCOCCOCCOCCOC1.CCC([O-])(C)C.[K+].C1(C)C=CC=CC=1.[NH:33]1[CH:37]=[CH:36][CH:35]=[CH:34]1.Cl[CH2:39][N:40]1[CH2:44][CH:43]([CH2:45][CH2:46][CH3:47])[CH2:42][C:41]1=[O:48]. The catalyst is CCOCC. The product is [CH2:45]([CH:43]1[CH2:44][N:40]([CH2:39][N:33]2[CH:37]=[CH:36][CH:35]=[CH:34]2)[C:41](=[O:48])[CH2:42]1)[CH2:46][CH3:47]. The yield is 0.150.